From a dataset of Full USPTO retrosynthesis dataset with 1.9M reactions from patents (1976-2016). Predict the reactants needed to synthesize the given product. (1) The reactants are: C(OC(=O)[N:7]([S:13]([C:16]1[CH:21]=[C:20]([F:22])[C:19]([O:23][C:24]2[CH:25]=[N:26][C:27](Cl)=[CH:28][C:29]=2[C:30]2[CH:31]=[N:32][CH:33]=[CH:34][CH:35]=2)=[CH:18][C:17]=1[F:37])(=[O:15])=[O:14])[C:8]1[N:9]=[CH:10][S:11][CH:12]=1)(C)(C)C.[F:39][C:40]1[CH:41]=[C:42](B(O)O)[CH:43]=[CH:44][CH:45]=1.C([O-])([O-])=O.[Na+].[Na+].O. Given the product [F:37][C:17]1[CH:18]=[C:19]([O:23][C:24]2[CH:25]=[N:26][C:27]([C:44]3[CH:43]=[CH:42][CH:41]=[C:40]([F:39])[CH:45]=3)=[CH:28][C:29]=2[C:30]2[CH:31]=[N:32][CH:33]=[CH:34][CH:35]=2)[C:20]([F:22])=[CH:21][C:16]=1[S:13]([NH:7][C:8]1[N:9]=[CH:10][S:11][CH:12]=1)(=[O:14])=[O:15], predict the reactants needed to synthesize it. (2) Given the product [F:15][C:14]1[CH:13]=[C:12]([C:16](=[O:22])[NH:17][CH2:18][CH:19]([CH3:21])[CH3:20])[CH:11]=[C:10]([F:23])[C:9]=1[CH:5]([O:6][CH2:7][CH3:8])[C:4]([OH:24])=[O:3], predict the reactants needed to synthesize it. The reactants are: C([O:3][C:4](=[O:24])[CH:5]([C:9]1[C:14]([F:15])=[CH:13][C:12]([C:16](=[O:22])[NH:17][CH2:18][CH:19]([CH3:21])[CH3:20])=[CH:11][C:10]=1[F:23])[O:6][CH2:7][CH3:8])C.CO.O.O[Li].O. (3) Given the product [F:27][C:28]1[C:33]([C:2]2[N:3]=[CH:4][C:5]3[C:6]4[N:20]([CH:21]5[CH2:26][CH2:25][CH2:24][CH2:23][O:22]5)[N:19]=[CH:18][C:7]=4[C:8](=[O:17])[N:9]([CH2:12][C:13]([F:14])([F:16])[F:15])[C:10]=3[CH:11]=2)=[CH:32][CH:31]=[CH:30][N:29]=1, predict the reactants needed to synthesize it. The reactants are: Cl[C:2]1[N:3]=[CH:4][C:5]2[C:6]3[N:20]([CH:21]4[CH2:26][CH2:25][CH2:24][CH2:23][O:22]4)[N:19]=[CH:18][C:7]=3[C:8](=[O:17])[N:9]([CH2:12][C:13]([F:16])([F:15])[F:14])[C:10]=2[CH:11]=1.[F:27][C:28]1[C:33](B(O)O)=[CH:32][CH:31]=[CH:30][N:29]=1.C(=O)([O-])[O-].[Cs+].[Cs+].O1CCOCC1. (4) Given the product [CH:1]1[C:10]2[C:5](=[CH:6][C:7]([C:19]([NH2:21])=[O:20])=[CH:8][CH:9]=2)[CH:4]=[CH:3][C:2]=1[C:15]([NH2:23])=[O:17], predict the reactants needed to synthesize it. The reactants are: [CH:1]1[C:10]2[C:5](=[CH:6][C:7](C(OC)=O)=[CH:8][CH:9]=2)[CH:4]=[CH:3][C:2]=1[C:15]([O:17]C)=O.[CH:19]([NH2:21])=[O:20].C[N:23](C)C=O.C[O-].[Na+]. (5) The reactants are: Br[C:2]1[C:3]([C:23]2[CH:28]=[CH:27][C:26]([Cl:29])=[CH:25][CH:24]=2)=[CH:4][C:5]2[N:6]([C:8]([CH2:11][C:12]3[C:13]([CH3:22])=[N:14][C:15]([C:18]([F:21])([F:20])[F:19])=[CH:16][CH:17]=3)=[N:9][N:10]=2)[CH:7]=1.[Cl:30][C:31]1[CH:36]=[C:35]([O:37][CH3:38])[CH:34]=[CH:33][C:32]=1B(O)O.C([O-])([O-])=O.[K+].[K+].ClC1C=CC(C2C(C3C=CC(Cl)=CC=3Cl)=CN3C(CC4C=NC(C(F)(F)F)=CC=4)=NN=C3C=2)=CC=1. Given the product [Cl:30][C:31]1[CH:36]=[C:35]([O:37][CH3:38])[CH:34]=[CH:33][C:32]=1[C:2]1[C:3]([C:23]2[CH:28]=[CH:27][C:26]([Cl:29])=[CH:25][CH:24]=2)=[CH:4][C:5]2[N:6]([C:8]([CH2:11][C:12]3[C:13]([CH3:22])=[N:14][C:15]([C:18]([F:20])([F:19])[F:21])=[CH:16][CH:17]=3)=[N:9][N:10]=2)[CH:7]=1, predict the reactants needed to synthesize it. (6) Given the product [Si:1]([O:18][CH2:19][CH2:20][N:21]([CH2:42][CH:43]([O:65][C:73](=[O:87])[CH2:74][CH2:75][CH2:76][CH2:77][CH2:78][CH2:79][CH2:80][CH2:81][CH2:82][CH2:83][CH2:84][CH2:85][CH3:86])[CH2:44][O:45][C:46]([C:59]1[CH:60]=[CH:61][CH:62]=[CH:63][CH:64]=1)([C:53]1[CH:54]=[CH:55][CH:56]=[CH:57][CH:58]=1)[C:47]1[CH:48]=[CH:49][CH:50]=[CH:51][CH:52]=1)[CH2:22][CH2:23][O:24][Si:25]([C:38]([CH3:39])([CH3:40])[CH3:41])([C:32]1[CH:33]=[CH:34][CH:35]=[CH:36][CH:37]=1)[C:26]1[CH:31]=[CH:30][CH:29]=[CH:28][CH:27]=1)([C:14]([CH3:15])([CH3:16])[CH3:17])([C:2]1[CH:3]=[CH:4][CH:5]=[CH:6][CH:7]=1)[C:8]1[CH:13]=[CH:12][CH:11]=[CH:10][CH:9]=1, predict the reactants needed to synthesize it. The reactants are: [Si:1]([O:18][CH2:19][CH2:20][N:21]([CH2:42][CH:43]([OH:65])[CH2:44][O:45][C:46]([C:59]1[CH:64]=[CH:63][CH:62]=[CH:61][CH:60]=1)([C:53]1[CH:58]=[CH:57][CH:56]=[CH:55][CH:54]=1)[C:47]1[CH:52]=[CH:51][CH:50]=[CH:49][CH:48]=1)[CH2:22][CH2:23][O:24][Si:25]([C:38]([CH3:41])([CH3:40])[CH3:39])([C:32]1[CH:37]=[CH:36][CH:35]=[CH:34][CH:33]=1)[C:26]1[CH:31]=[CH:30][CH:29]=[CH:28][CH:27]=1)([C:14]([CH3:17])([CH3:16])[CH3:15])([C:8]1[CH:13]=[CH:12][CH:11]=[CH:10][CH:9]=1)[C:2]1[CH:7]=[CH:6][CH:5]=[CH:4][CH:3]=1.CCN(CC)CC.[C:73](Cl)(=[O:87])[CH2:74][CH2:75][CH2:76][CH2:77][CH2:78][CH2:79][CH2:80][CH2:81][CH2:82][CH2:83][CH2:84][CH2:85][CH3:86]. (7) Given the product [ClH:10].[NH2:1][C:2]([CH3:7])([CH3:6])[C:3]([O:5][CH:13]([CH3:14])[CH3:12])=[O:4], predict the reactants needed to synthesize it. The reactants are: [NH2:1][C:2]([CH3:7])([CH3:6])[C:3]([OH:5])=[O:4].S(Cl)([Cl:10])=O.[CH3:12][CH:13](O)[CH3:14].